The task is: Predict the reactants needed to synthesize the given product.. This data is from Retrosynthesis with 50K atom-mapped reactions and 10 reaction types from USPTO. (1) Given the product O=C(CCl)NCCCOc1cccc(CC2CCCCCN2)c1, predict the reactants needed to synthesize it. The reactants are: NCCCOc1cccc(CC2CCCCCN2)c1.O=C(O)CCl. (2) Given the product COC(=O)CC1CCc2cc(C(=O)c3ccccc3)c(O)cc21, predict the reactants needed to synthesize it. The reactants are: CO.O=C(O)CC1CCc2cc(C(=O)c3ccccc3)c(O)cc21. (3) Given the product CCc1cc2c(N3CCN(C(=O)OC(C)(C)C)CC3)nc(Cl)nc2s1, predict the reactants needed to synthesize it. The reactants are: CC(C)(C)OC(=O)N1CCNCC1.CCc1cc2c(Cl)nc(Cl)nc2s1.